Dataset: Reaction yield outcomes from USPTO patents with 853,638 reactions. Task: Predict the reaction yield, written as a fraction of the theoretical maximum amount of product (1.0 means a 100% yield; for example, 0.34 means a 34% yield). The reactants are Cl[C:2]1[C:11]2[C:6](=[CH:7][CH:8]=[C:9]([F:12])[CH:10]=2)[C:5]([O:13][CH3:14])=[CH:4][N:3]=1.[F-:15].[Cs+]. The catalyst is CS(C)=O.O. The product is [F:15][C:2]1[C:11]2[C:6](=[CH:7][CH:8]=[C:9]([F:12])[CH:10]=2)[C:5]([O:13][CH3:14])=[CH:4][N:3]=1. The yield is 0.490.